The task is: Predict the reactants needed to synthesize the given product.. This data is from Full USPTO retrosynthesis dataset with 1.9M reactions from patents (1976-2016). (1) Given the product [C:1]([O:4][CH2:5][C@H:6]1[CH2:11][C@@H:10]([O:12][C:13](=[O:15])[CH3:14])[CH2:9][CH2:8][C@@:7]1([C@H:17]1[CH2:25][CH2:24][C@@:23]2([CH3:26])[C@@H:19]([CH2:20][CH2:21][C@@:22]2([OH:32])[C:27]2[S:28][CH:29]=[CH:30][CH:31]=2)[C@@H:18]1[CH2:33][N:40]=[N+:41]=[N-:42])[CH3:16])(=[O:3])[CH3:2], predict the reactants needed to synthesize it. The reactants are: [C:1]([O:4][CH2:5][C@H:6]1[CH2:11][C@@H:10]([O:12][C:13](=[O:15])[CH3:14])[CH2:9][CH2:8][C@@:7]1([C@H:17]1[CH2:25][CH2:24][C@@:23]2([CH3:26])[C@@H:19]([CH2:20][CH2:21][C@@:22]2([OH:32])[C:27]2[S:28][CH:29]=[CH:30][CH:31]=2)[C@@H:18]1[CH2:33]O)[CH3:16])(=[O:3])[CH3:2].CS(Cl)(=O)=O.[N-:40]=[N+:41]=[N-:42].[Na+]. (2) Given the product [F:25][C:19]1[C:20]([NH2:24])=[CH:21][CH:22]=[CH:23][C:18]=1[CH2:17][C:13]1[C:12](=[O:11])[O:1][C:2]2[CH:3]=[C:4]([SH:8])[CH:5]=[CH:6][C:7]=2[C:14]=1[CH3:15], predict the reactants needed to synthesize it. The reactants are: [OH:1][C:2]1[CH:3]=[C:4]([SH:8])[CH:5]=[CH:6][CH:7]=1.C([O:11][C:12](=O)[CH:13]([CH2:17][C:18]1[CH:23]=[CH:22][CH:21]=[C:20]([NH2:24])[C:19]=1[F:25])[C:14](=O)[CH3:15])C. (3) Given the product [F:14][C:15]([F:24])([F:25])[C:16]1[CH:17]=[C:18]([CH2:19][CH2:5][CH2:3][NH2:4])[CH:21]=[CH:22][CH:23]=1, predict the reactants needed to synthesize it. The reactants are: [H-].[Na+].[C:3]([CH2:5]P(=O)(OCC)OCC)#[N:4].[F:14][C:15]([F:25])([F:24])[C:16]1[CH:17]=[C:18]([CH:21]=[CH:22][CH:23]=1)[CH:19]=O.O. (4) Given the product [C:20]([C:22]1[CH:23]=[C:24]([C:28]2[CH:33]=[CH:32][C:31]([C:34]([NH:1][C:2]3[CH:3]=[CH:4][C:5]([O:18][CH3:19])=[C:6]([NH:8][C:9](=[O:17])[CH2:10][N:11]4[CH2:16][CH2:15][O:14][CH2:13][CH2:12]4)[CH:7]=3)=[O:35])=[CH:30][CH:29]=2)[CH:25]=[CH:26][CH:27]=1)#[N:21], predict the reactants needed to synthesize it. The reactants are: [NH2:1][C:2]1[CH:3]=[CH:4][C:5]([O:18][CH3:19])=[C:6]([NH:8][C:9](=[O:17])[CH2:10][N:11]2[CH2:16][CH2:15][O:14][CH2:13][CH2:12]2)[CH:7]=1.[C:20]([C:22]1[CH:23]=[C:24]([C:28]2[CH:33]=[CH:32][C:31]([C:34](O)=[O:35])=[CH:30][CH:29]=2)[CH:25]=[CH:26][CH:27]=1)#[N:21].C(N(C(C)C)CC)(C)C. (5) The reactants are: [OH:1][CH2:2][CH2:3][CH2:4][C:5]1[C:13]2[C:8](=[CH:9][CH:10]=[CH:11][CH:12]=2)[NH:7][C:6]=1[C:14]([O:16][CH2:17][CH3:18])=[O:15].[N:19]1[C:28]2[C:23](=[CH:24][C:25](O)=[CH:26][CH:27]=2)[CH:22]=[CH:21][CH:20]=1. Given the product [N:19]1[C:28]2[C:23](=[CH:24][C:25]([O:1][CH2:2][CH2:3][CH2:4][C:5]3[C:13]4[C:8](=[CH:9][CH:10]=[CH:11][CH:12]=4)[NH:7][C:6]=3[C:14]([O:16][CH2:17][CH3:18])=[O:15])=[CH:26][CH:27]=2)[CH:22]=[CH:21][CH:20]=1, predict the reactants needed to synthesize it.